Dataset: Experimental lipophilicity measurements (octanol/water distribution) for 4,200 compounds from AstraZeneca. Task: Regression/Classification. Given a drug SMILES string, predict its absorption, distribution, metabolism, or excretion properties. Task type varies by dataset: regression for continuous measurements (e.g., permeability, clearance, half-life) or binary classification for categorical outcomes (e.g., BBB penetration, CYP inhibition). For this dataset (lipophilicity_astrazeneca), we predict Y. (1) The compound is Cc1ccc(-c2c[nH]nn2)cc1. The Y is 2.58 logD. (2) The drug is Cc1ccc2nc(CCNCCCO)ccc2c1NC(=O)CC12CC3CC(CC(C3)C1)C2. The Y is 1.18 logD. (3) The drug is O=C(CC1CCN(Cc2ccn(-c3ccc(C(F)(F)F)cc3)c2)CC1)NC(c1ccc(F)cc1)c1c[nH]c(=O)c(Cl)c1. The Y is 3.12 logD. (4) The drug is CCN(C(=O)Cc1ccc(S(C)(=O)=O)cc1)C1CCN(CCC(c2ccccc2)c2ccc(C#N)cc2)CC1. The Y is 2.76 logD. (5) The drug is CCn1cc(C(=O)O)c(=O)c2cc(F)c(N3CCNCC3)nc21. The Y is -0.830 logD. (6) The molecule is Nc1ncc(NC(=O)c2cc(NC(=O)c3cccc(C(F)(F)F)c3)ccc2Cl)cc1Cl. The Y is 3.26 logD.